From a dataset of Reaction yield outcomes from USPTO patents with 853,638 reactions. Predict the reaction yield, written as a fraction of the theoretical maximum amount of product (1.0 means a 100% yield; for example, 0.34 means a 34% yield). The reactants are [Br:1]N1C(=O)CCC1=O.[CH3:9][C:10]1[CH:22]=[N:21][C:13]2[NH:14][C:15]3[C:20]([C:12]=2[CH:11]=1)=[CH:19][CH:18]=[CH:17][CH:16]=3.S([O-])([O-])=O.[Na+].[Na+]. The catalyst is O1CCCC1. The product is [Br:1][C:18]1[CH:19]=[C:20]2[C:15](=[CH:16][CH:17]=1)[NH:14][C:13]1[N:21]=[CH:22][C:10]([CH3:9])=[CH:11][C:12]2=1. The yield is 0.691.